Dataset: Ames mutagenicity test results for genotoxicity prediction. Task: Regression/Classification. Given a drug SMILES string, predict its toxicity properties. Task type varies by dataset: regression for continuous values (e.g., LD50, hERG inhibition percentage) or binary classification for toxic/non-toxic outcomes (e.g., AMES mutagenicity, cardiotoxicity, hepatotoxicity). Dataset: ames. (1) The compound is Nc1ccc2nc3ccccc3c(N)c2c1. The result is 1 (mutagenic). (2) The drug is Nc1ccc(-c2ccc(N)c([N+](=O)[O-])c2)cc1. The result is 1 (mutagenic). (3) The drug is CN(C)C(=S)SNCCNSC(=S)N(C)C. The result is 1 (mutagenic). (4) The drug is CCCCOC(=O)/C=C\C(=O)OCCCC. The result is 0 (non-mutagenic). (5) The compound is CCCCCCCCO. The result is 0 (non-mutagenic).